From a dataset of NCI-60 drug combinations with 297,098 pairs across 59 cell lines. Regression. Given two drug SMILES strings and cell line genomic features, predict the synergy score measuring deviation from expected non-interaction effect. (1) Drug 1: CC12CCC3C(C1CCC2O)C(CC4=C3C=CC(=C4)O)CCCCCCCCCS(=O)CCCC(C(F)(F)F)(F)F. Drug 2: CC(C)NC(=O)C1=CC=C(C=C1)CNNC.Cl. Cell line: NCI/ADR-RES. Synergy scores: CSS=-4.24, Synergy_ZIP=3.40, Synergy_Bliss=0.924, Synergy_Loewe=-5.24, Synergy_HSA=-4.61. (2) Drug 1: CC(CN1CC(=O)NC(=O)C1)N2CC(=O)NC(=O)C2. Drug 2: CCC(=C(C1=CC=CC=C1)C2=CC=C(C=C2)OCCN(C)C)C3=CC=CC=C3.C(C(=O)O)C(CC(=O)O)(C(=O)O)O. Cell line: SK-MEL-28. Synergy scores: CSS=1.66, Synergy_ZIP=-0.711, Synergy_Bliss=2.15, Synergy_Loewe=-0.297, Synergy_HSA=-0.0194. (3) Drug 1: CC12CCC3C(C1CCC2=O)CC(=C)C4=CC(=O)C=CC34C. Drug 2: C1=CC(=CC=C1CCCC(=O)O)N(CCCl)CCCl. Cell line: SF-295. Synergy scores: CSS=65.4, Synergy_ZIP=-3.44, Synergy_Bliss=-3.86, Synergy_Loewe=-4.17, Synergy_HSA=-0.701.